This data is from Forward reaction prediction with 1.9M reactions from USPTO patents (1976-2016). The task is: Predict the product of the given reaction. (1) Given the reactants [CH2:1]([N:3]1[C:9]2[CH:10]=[C:11]([F:17])[C:12]([N+:14]([O-])=O)=[CH:13][C:8]=2[O:7][CH2:6][CH2:5][CH2:4]1)[CH3:2], predict the reaction product. The product is: [CH2:1]([N:3]1[C:9]2[CH:10]=[C:11]([F:17])[C:12]([NH2:14])=[CH:13][C:8]=2[O:7][CH2:6][CH2:5][CH2:4]1)[CH3:2]. (2) Given the reactants [CH2:1]([O:3][C:4]([C:6]1[C:10]([CH3:11])=[C:9](Br)[O:8][N:7]=1)=[O:5])[CH3:2].[C:13]([C:15]1[CH:20]=[CH:19][C:18](B(O)O)=[CH:17][C:16]=1[F:24])#[N:14], predict the reaction product. The product is: [CH2:1]([O:3][C:4]([C:6]1[C:10]([CH3:11])=[C:9]([C:18]2[CH:19]=[CH:20][C:15]([C:13]#[N:14])=[C:16]([F:24])[CH:17]=2)[O:8][N:7]=1)=[O:5])[CH3:2]. (3) Given the reactants [CH2:1]([C:5]1[O:9][N:8]=[C:7]([CH2:10][NH:11][C:12]2[C:21]3[C:16](=[CH:17][CH:18]=[CH:19][CH:20]=3)[N:15]=[CH:14][C:13]=2[N+:22]([O-])=O)[CH:6]=1)[CH2:2][CH2:3][CH3:4], predict the reaction product. The product is: [CH2:1]([C:5]1[O:9][N:8]=[C:7]([CH2:10][NH:11][C:12]2[C:21]3[C:16](=[CH:17][CH:18]=[CH:19][CH:20]=3)[N:15]=[CH:14][C:13]=2[NH2:22])[CH:6]=1)[CH2:2][CH2:3][CH3:4].